Binary Classification. Given a drug SMILES string, predict its activity (active/inactive) in a high-throughput screening assay against a specified biological target. From a dataset of HIV replication inhibition screening data with 41,000+ compounds from the AIDS Antiviral Screen. (1) The compound is Cc1c(Cl)cccc1NC(=O)CC1Sc2ccccc2NC1=O. The result is 0 (inactive). (2) The result is 0 (inactive). The drug is COC1=CC(=O)c2cc(C)cc(-c3cc4ccc(=O)oc4cc3OC)c2C1=O.